From a dataset of Full USPTO retrosynthesis dataset with 1.9M reactions from patents (1976-2016). Predict the reactants needed to synthesize the given product. (1) The reactants are: [C:1]([NH:22][C@@H:23]([CH2:31][CH2:32][CH2:33][CH2:34][NH:35][C:36](=[O:43])/[CH:37]=[CH:38]/[C:39]([O:41][CH3:42])=[O:40])[C:24]([O:26]C(C)(C)C)=[O:25])(=[O:21])[CH2:2][CH2:3][CH2:4]/[CH:5]=[CH:6]\[CH2:7]/[CH:8]=[CH:9]\[CH2:10]/[CH:11]=[CH:12]\[CH2:13]/[CH:14]=[CH:15]\[CH2:16]/[CH:17]=[CH:18]\[CH2:19][CH3:20].Cl. Given the product [C:1]([NH:22][C@@H:23]([CH2:31][CH2:32][CH2:33][CH2:34][NH:35][C:36](=[O:43])/[CH:37]=[CH:38]/[C:39]([O:41][CH3:42])=[O:40])[C:24]([OH:26])=[O:25])(=[O:21])[CH2:2][CH2:3][CH2:4]/[CH:5]=[CH:6]\[CH2:7]/[CH:8]=[CH:9]\[CH2:10]/[CH:11]=[CH:12]\[CH2:13]/[CH:14]=[CH:15]\[CH2:16]/[CH:17]=[CH:18]\[CH2:19][CH3:20], predict the reactants needed to synthesize it. (2) Given the product [CH3:39][N:38]([CH3:40])[C:37]([C:14]1[CH:13]=[C:12]([N:9]2[CH2:10][CH2:11][CH:6]([C:4]([OH:5])=[O:3])[CH2:7][CH2:8]2)[CH:17]=[CH:16][C:15]=1[NH:18][C:19]([C:21]1[C:22]([C:27]2[CH:32]=[CH:31][C:30]([C:33]([F:34])([F:35])[F:36])=[CH:29][CH:28]=2)=[CH:23][CH:24]=[CH:25][CH:26]=1)=[O:20])=[O:41], predict the reactants needed to synthesize it. The reactants are: C([O:3][C:4]([CH:6]1[CH2:11][CH2:10][N:9]([C:12]2[CH:17]=[CH:16][C:15]([NH:18][C:19]([C:21]3[C:22]([C:27]4[CH:32]=[CH:31][C:30]([C:33]([F:36])([F:35])[F:34])=[CH:29][CH:28]=4)=[CH:23][CH:24]=[CH:25][CH:26]=3)=[O:20])=[C:14]([C:37](=[O:41])[N:38]([CH3:40])[CH3:39])[CH:13]=2)[CH2:8][CH2:7]1)=[O:5])C.[OH-].[Na+]. (3) Given the product [CH3:23][CH2:22][N:7]1[C:6](=[O:24])[N:5]([CH2:25][CH2:26][OH:27])[C:4]2[N:3]=[C:2]([NH:32][CH:33]3[CH:34]([OH:38])[CH2:35][CH2:36][CH2:37]3)[N:10]([CH2:11][C:12]3[CH:17]=[CH:16][C:15]([O:18][CH3:19])=[C:14]([Br:20])[CH:13]=3)[C:9]=2[C:8]1=[O:21], predict the reactants needed to synthesize it. The reactants are: Br[C:2]1[N:10]([CH2:11][C:12]2[CH:17]=[CH:16][C:15]([O:18][CH3:19])=[C:14]([Br:20])[CH:13]=2)[C:9]2[C:8](=[O:21])[N:7]([CH2:22][CH3:23])[C:6](=[O:24])[N:5]([CH2:25][CH2:26][O:27]C(=O)C)[C:4]=2[N:3]=1.Cl.[NH2:32][C@@H:33]1[CH2:37][CH2:36][CH2:35][C@H:34]1[OH:38].C(=O)(O)[O-].[Na+].[OH-].C([N+](CCCC)(CCCC)CCCC)CCC. (4) Given the product [Br:1][C:2]1[CH:7]=[CH:6][N:5]2[C:8]([C:11]([NH:28][C:26]3[CH:25]=[CH:24][CH:23]=[C:22]4[C:27]=3[C:19]([CH:16]3[CH2:18][CH2:17]3)=[N:20][N:21]4[CH2:29][C:30]3[CH:35]=[CH:34][CH:33]=[C:32]([CH3:36])[N:31]=3)=[O:13])=[CH:9][N:10]=[C:4]2[CH:3]=1, predict the reactants needed to synthesize it. The reactants are: [Br:1][C:2]1[CH:7]=[CH:6][N:5]2[C:8]([C:11]([O:13]CC)=O)=[CH:9][N:10]=[C:4]2[CH:3]=1.[CH:16]1([C:19]2[C:27]3[C:26]([NH2:28])=[CH:25][CH:24]=[CH:23][C:22]=3[N:21]([CH2:29][C:30]3[CH:35]=[CH:34][CH:33]=[C:32]([CH3:36])[N:31]=3)[N:20]=2)[CH2:18][CH2:17]1.C[Si]([N-][Si](C)(C)C)(C)C.[Li+].[Cl-].[NH4+]. (5) The reactants are: Cl[C:2]1[N:7]=[CH:6][C:5]([C:8]([O:10][C:11]([CH3:14])([CH3:13])[CH3:12])=[O:9])=[CH:4][CH:3]=1.[CH2:15]([NH2:18])[CH2:16][NH2:17]. Given the product [NH2:17][CH2:16][CH2:15][NH:18][C:2]1[N:7]=[CH:6][C:5]([C:8]([O:10][C:11]([CH3:14])([CH3:13])[CH3:12])=[O:9])=[CH:4][CH:3]=1, predict the reactants needed to synthesize it.